Dataset: Forward reaction prediction with 1.9M reactions from USPTO patents (1976-2016). Task: Predict the product of the given reaction. (1) Given the reactants [F:1][C:2]1[CH:3]=[C:4]([CH2:17][OH:18])[CH:5]=[C:6]([F:16])[C:7]=1[O:8][C:9]1[CH:14]=[CH:13][N:12]=[C:11]([F:15])[CH:10]=1.C(OC([N:26]1[C:34]2[N:29]([C:30](=[O:36])[N:31]=[C:32](Cl)[CH:33]=2)[CH2:28][C:27]1([CH3:38])[CH3:37])=O)(C)(C)C, predict the reaction product. The product is: [F:1][C:2]1[CH:3]=[C:4]([CH:5]=[C:6]([F:16])[C:7]=1[O:8][C:9]1[CH:14]=[CH:13][N:12]=[C:11]([F:15])[CH:10]=1)[CH2:17][O:18][C:32]1[CH:33]=[C:34]2[NH:26][C:27]([CH3:38])([CH3:37])[CH2:28][N:29]2[C:30](=[O:36])[N:31]=1. (2) Given the reactants C1[O:19][CH:4]([C:5]2[CH:10]=[CH:9][C:8]([O:11][C:12]3[CH:17]=[CH:16][C:15]([NH2:18])=[CH:14][N:13]=3)=[CH:7][CH:6]=2)OC1.C(N(CC)CC)C.[Cl:27][C:28]1[CH:29]=[C:30]([CH:34]=[CH:35][C:36]=1[Cl:37])[C:31](Cl)=[O:32], predict the reaction product. The product is: [CH:4]([C:5]1[CH:6]=[CH:7][C:8]([O:11][C:12]2[CH:17]=[CH:16][C:15]([NH:18][C:31](=[O:32])[C:30]3[CH:34]=[CH:35][C:36]([Cl:37])=[C:28]([Cl:27])[CH:29]=3)=[CH:14][N:13]=2)=[CH:9][CH:10]=1)=[O:19]. (3) Given the reactants Br[C:2]1[CH:7]=[CH:6][C:5]([Br:8])=[CH:4][CH:3]=1.C([Li])CCC.[O:14]=[C:15]1[CH2:19][CH2:18][N:17]([C:20]([O:22][C:23]([CH3:26])([CH3:25])[CH3:24])=[O:21])[CH2:16]1, predict the reaction product. The product is: [Br:8][C:5]1[CH:6]=[CH:7][C:2]([C:15]2([OH:14])[CH2:19][CH2:18][N:17]([C:20]([O:22][C:23]([CH3:25])([CH3:24])[CH3:26])=[O:21])[CH2:16]2)=[CH:3][CH:4]=1. (4) Given the reactants [OH:1][C:2]1[CH:11]=[C:10]2[C:5]([C:6]([O:12][C:13]3[CH:14]=[C:15]4[C:19](=[CH:20][CH:21]=3)[NH:18][CH:17]=[CH:16]4)=[N:7][CH:8]=[N:9]2)=[CH:4][C:3]=1[O:22][CH3:23].O[CH2:25][CH2:26][CH2:27][N:28]1[CH2:33][CH2:32][N:31]([CH3:34])[CH2:30][CH2:29]1, predict the reaction product. The product is: [NH:18]1[C:19]2[C:15](=[CH:14][C:13]([O:12][C:6]3[C:5]4[C:10](=[CH:11][C:2]([O:1][CH2:25][CH2:26][CH2:27][N:28]5[CH2:33][CH2:32][N:31]([CH3:34])[CH2:30][CH2:29]5)=[C:3]([O:22][CH3:23])[CH:4]=4)[N:9]=[CH:8][N:7]=3)=[CH:21][CH:20]=2)[CH:16]=[CH:17]1. (5) Given the reactants C(N(CC)CC)C.[CH:8]([C:10]1[C:18]2[C:13](=[CH:14][CH:15]=[CH:16][CH:17]=2)[N:12](C(OC(C)(C)C)=O)[CH:11]=1)=[O:9].[CH:26](=[N:33][C:34]1[CH:35]=[N:36][CH:37]=[C:38]([O:40][CH:41]([F:43])[F:42])[CH:39]=1)[C:27]1[CH:32]=[CH:31][CH:30]=[CH:29][CH:28]=1, predict the reaction product. The product is: [F:43][CH:41]([F:42])[O:40][C:38]1[CH:39]=[C:34]([NH:33][CH:26]([C:27]2[CH:28]=[CH:29][CH:30]=[CH:31][CH:32]=2)[C:8]([C:10]2[C:18]3[C:13](=[CH:14][CH:15]=[CH:16][CH:17]=3)[NH:12][CH:11]=2)=[O:9])[CH:35]=[N:36][CH:37]=1. (6) Given the reactants [F:1][CH:2]([F:17])[C:3]1([C:11]([O:13][CH:14]([CH3:16])[CH3:15])=[O:12])[CH2:6][C:5](OC)([O:7]C)[CH2:4]1.Cl, predict the reaction product. The product is: [F:1][CH:2]([F:17])[C:3]1([C:11]([O:13][CH:14]([CH3:15])[CH3:16])=[O:12])[CH2:4][C:5](=[O:7])[CH2:6]1. (7) Given the reactants [CH3:1][S:2]([C:5]1[CH:10]=[CH:9][C:8]([CH:11]([CH2:16][CH:17]2[CH2:22][CH2:21][O:20][CH2:19][CH2:18]2)[C:12](=[O:15])[CH:13]=[CH2:14])=[CH:7][CH:6]=1)(=[O:4])=[O:3].[CH3:23][O:24][CH2:25][CH:26]([C:34]1[CH:35]=[CH:36][C:37]([CH:40]=[O:41])=[N:38][CH:39]=1)[O:27][CH:28]1[CH2:33][CH2:32][CH2:31][CH2:30][O:29]1.C(N(CC)CC)C.O1CCCC1, predict the reaction product. The product is: [CH3:23][O:24][CH2:25][CH:26]([C:34]1[CH:35]=[CH:36][C:37]([C:40](=[O:41])[CH2:14][CH2:13][C:12](=[O:15])[CH:11]([C:8]2[CH:7]=[CH:6][C:5]([S:2]([CH3:1])(=[O:4])=[O:3])=[CH:10][CH:9]=2)[CH2:16][CH:17]2[CH2:22][CH2:21][O:20][CH2:19][CH2:18]2)=[N:38][CH:39]=1)[O:27][CH:28]1[CH2:33][CH2:32][CH2:31][CH2:30][O:29]1. (8) Given the reactants [Cl:1][C:2]1[N:7]=[CH:6][C:5]2[C:8]3([C:11](=[O:13])[NH:12][C:4]=2[CH:3]=1)[CH2:10][CH2:9]3.[H-].[Na+].[CH3:16]I, predict the reaction product. The product is: [Cl:1][C:2]1[N:7]=[CH:6][C:5]2[C:8]3([CH2:10][CH2:9]3)[C:11](=[O:13])[N:12]([CH3:16])[C:4]=2[CH:3]=1.